Task: Predict the reaction yield, written as a fraction of the theoretical maximum amount of product (1.0 means a 100% yield; for example, 0.34 means a 34% yield).. Dataset: Reaction yield outcomes from USPTO patents with 853,638 reactions (1) The reactants are C[O:2][C:3](=[O:27])[C:4]1[CH:9]=[CH:8][C:7]([S:10]([N:13]2[C:21]3[C:16](=[CH:17][CH:18]=[CH:19][CH:20]=3)[C:15]([CH:22]3[CH2:26][CH2:25][CH2:24][CH2:23]3)=[CH:14]2)(=[O:12])=[O:11])=[CH:6][CH:5]=1.[OH-].[Na+].Cl. The catalyst is C1COCC1.CO.O. The product is [CH:22]1([C:15]2[C:16]3[C:21](=[CH:20][CH:19]=[CH:18][CH:17]=3)[N:13]([S:10]([C:7]3[CH:8]=[CH:9][C:4]([C:3]([OH:27])=[O:2])=[CH:5][CH:6]=3)(=[O:12])=[O:11])[CH:14]=2)[CH2:23][CH2:24][CH2:25][CH2:26]1. The yield is 0.840. (2) The product is [CH3:24][CH2:23][CH2:22][N:14]([C@@H:8]1[CH2:9][C:10]2[CH:11]=[CH:12][CH:13]=[C:4]([OH:3])[C:5]=2[CH2:6][CH2:7]1)[CH2:15][CH2:16][C:17]1[S:18][CH:19]=[CH:20][CH:21]=1.[ClH:1]. The yield is 0.795. The catalyst is ClCCl. The reactants are [ClH:1].C[O:3][C:4]1[CH:13]=[CH:12][CH:11]=[C:10]2[C:5]=1[CH2:6][CH2:7][C@H:8]([N:14]([CH2:22][CH2:23][CH3:24])[CH2:15][CH2:16][C:17]1[S:18][CH:19]=[CH:20][CH:21]=1)[CH2:9]2.B(Br)(Br)Br.C(=O)(O)[O-].[Na+]. (3) The reactants are [Cl:1][C:2]1[CH:3]=[CH:4][C:5]([CH:23]=[O:24])=[C:6]2[C:10]=1[N:9]=[C:8]1[N:11]([C:15]3[CH:20]=[CH:19][C:18]([Cl:21])=[CH:17][C:16]=3[Cl:22])[CH2:12][CH2:13][CH2:14][N:7]21.[C:25]([Mg]Cl)#[CH:26]. The catalyst is O1CCCC1.[Cl-].[NH4+]. The product is [Cl:1][C:2]1[C:10]2[N:9]=[C:8]3[N:11]([C:15]4[CH:20]=[CH:19][C:18]([Cl:21])=[CH:17][C:16]=4[Cl:22])[CH2:12][CH2:13][CH2:14][N:7]3[C:6]=2[C:5]([CH:23]([OH:24])[C:25]#[CH:26])=[CH:4][CH:3]=1. The yield is 0.930. (4) The reactants are [Cl:1][C:2]1[CH:7]=[CH:6][C:5]([CH3:8])=[CH:4][C:3]=1[OH:9].CI.[C:12]([O-])([O-])=O.[K+].[K+]. The catalyst is CC#N. The product is [Cl:1][C:2]1[CH:7]=[CH:6][C:5]([CH3:8])=[CH:4][C:3]=1[O:9][CH3:12]. The yield is 0.890. (5) The catalyst is CN(C=O)C.CCCCCC.CCOC(C)=O. The product is [C:1]1([S:7][C:15]2[CH:22]=[CH:21][C:18]([CH:19]=[O:20])=[CH:17][CH:16]=2)[CH:6]=[CH:5][CH:4]=[CH:3][CH:2]=1. The yield is 0.960. The reactants are [C:1]1([SH:7])[CH:6]=[CH:5][CH:4]=[CH:3][CH:2]=1.C([O-])([O-])=O.[K+].[K+].F[C:15]1[CH:22]=[CH:21][C:18]([CH:19]=[O:20])=[CH:17][CH:16]=1.O.